This data is from NCI-60 drug combinations with 297,098 pairs across 59 cell lines. The task is: Regression. Given two drug SMILES strings and cell line genomic features, predict the synergy score measuring deviation from expected non-interaction effect. (1) Cell line: U251. Drug 2: C1=NC(=NC(=O)N1C2C(C(C(O2)CO)O)O)N. Synergy scores: CSS=35.2, Synergy_ZIP=-2.91, Synergy_Bliss=-0.637, Synergy_Loewe=-10.6, Synergy_HSA=-0.754. Drug 1: CC1C(C(CC(O1)OC2CC(CC3=C2C(=C4C(=C3O)C(=O)C5=C(C4=O)C(=CC=C5)OC)O)(C(=O)C)O)N)O.Cl. (2) Drug 1: CCCCCOC(=O)NC1=NC(=O)N(C=C1F)C2C(C(C(O2)C)O)O. Drug 2: N.N.Cl[Pt+2]Cl. Cell line: TK-10. Synergy scores: CSS=7.09, Synergy_ZIP=-3.67, Synergy_Bliss=0.830, Synergy_Loewe=-4.57, Synergy_HSA=-1.18. (3) Drug 1: C1=CC(=C2C(=C1NCCNCCO)C(=O)C3=C(C=CC(=C3C2=O)O)O)NCCNCCO. Drug 2: CN1C(=O)N2C=NC(=C2N=N1)C(=O)N. Cell line: PC-3. Synergy scores: CSS=15.4, Synergy_ZIP=-1.09, Synergy_Bliss=-2.28, Synergy_Loewe=-20.4, Synergy_HSA=-2.69. (4) Drug 1: CC1C(C(CC(O1)OC2CC(OC(C2O)C)OC3=CC4=CC5=C(C(=O)C(C(C5)C(C(=O)C(C(C)O)O)OC)OC6CC(C(C(O6)C)O)OC7CC(C(C(O7)C)O)OC8CC(C(C(O8)C)O)(C)O)C(=C4C(=C3C)O)O)O)O. Drug 2: CC1CCC2CC(C(=CC=CC=CC(CC(C(=O)C(C(C(=CC(C(=O)CC(OC(=O)C3CCCCN3C(=O)C(=O)C1(O2)O)C(C)CC4CCC(C(C4)OC)O)C)C)O)OC)C)C)C)OC. Cell line: U251. Synergy scores: CSS=36.0, Synergy_ZIP=3.79, Synergy_Bliss=7.95, Synergy_Loewe=4.58, Synergy_HSA=6.91. (5) Drug 1: C1=NC2=C(N=C(N=C2N1C3C(C(C(O3)CO)O)F)Cl)N. Drug 2: C1CC(=O)NC(=O)C1N2C(=O)C3=CC=CC=C3C2=O. Cell line: HCT116. Synergy scores: CSS=10.2, Synergy_ZIP=-1.31, Synergy_Bliss=5.60, Synergy_Loewe=-26.2, Synergy_HSA=1.95. (6) Drug 1: C1CN1C2=NC(=NC(=N2)N3CC3)N4CC4. Drug 2: C1=CC(=CC=C1CCC2=CNC3=C2C(=O)NC(=N3)N)C(=O)NC(CCC(=O)O)C(=O)O. Cell line: BT-549. Synergy scores: CSS=23.7, Synergy_ZIP=-9.45, Synergy_Bliss=-4.32, Synergy_Loewe=-4.96, Synergy_HSA=-0.698. (7) Drug 1: C1CC(C1)(C(=O)O)C(=O)O.[NH2-].[NH2-].[Pt+2]. Drug 2: C1=CN(C=N1)CC(O)(P(=O)(O)O)P(=O)(O)O. Cell line: UACC62. Synergy scores: CSS=19.6, Synergy_ZIP=-4.74, Synergy_Bliss=-0.412, Synergy_Loewe=-0.100, Synergy_HSA=0.276. (8) Drug 1: CC1=C2C(C(=O)C3(C(CC4C(C3C(C(C2(C)C)(CC1OC(=O)C(C(C5=CC=CC=C5)NC(=O)C6=CC=CC=C6)O)O)OC(=O)C7=CC=CC=C7)(CO4)OC(=O)C)O)C)OC(=O)C. Drug 2: CC1=C(C(=O)C2=C(C1=O)N3CC4C(C3(C2COC(=O)N)OC)N4)N. Cell line: OVCAR-8. Synergy scores: CSS=69.9, Synergy_ZIP=7.77, Synergy_Bliss=7.63, Synergy_Loewe=6.25, Synergy_HSA=7.32.